This data is from Forward reaction prediction with 1.9M reactions from USPTO patents (1976-2016). The task is: Predict the product of the given reaction. (1) Given the reactants [NH2:1][C:2]1[CH:7]=[CH:6][C:5]([F:8])=[CH:4][N:3]=1.[Cl:9][CH2:10][C:11](=O)[CH2:12][C:13](OCC)=[O:14], predict the reaction product. The product is: [Cl:9][CH2:10][C:11]1[N:1]=[C:2]2[CH:7]=[CH:6][C:5]([F:8])=[CH:4][N:3]2[C:13](=[O:14])[CH:12]=1. (2) Given the reactants [Br:1]N1C(=O)CCC1=O.CC(N=NC(C#N)(C)C)(C#N)C.[CH2:21]([O:23][P:24]([C:29]([C:32]1[CH:37]=[CH:36][C:35]([CH3:38])=[CH:34][C:33]=1[Cl:39])([F:31])[F:30])(=[O:28])[O:25][CH2:26][CH3:27])[CH3:22], predict the reaction product. The product is: [CH2:26]([O:25][P:24]([C:29]([C:32]1[CH:37]=[CH:36][C:35]([CH2:38][Br:1])=[CH:34][C:33]=1[Cl:39])([F:31])[F:30])(=[O:28])[O:23][CH2:21][CH3:22])[CH3:27].